Dataset: Forward reaction prediction with 1.9M reactions from USPTO patents (1976-2016). Task: Predict the product of the given reaction. Given the reactants FC(F)(F)C(O)=O.[CH3:8][NH:9][CH2:10][C:11]1[CH:12]=[C:13]([C:17]2[CH:22]=[CH:21][C:20]([CH2:23][CH:24]3[S:28][C:27](=[O:29])[NH:26][C:25]3=[O:30])=[CH:19][CH:18]=2)[CH:14]=[CH:15][CH:16]=1.[CH2:31]([C:34]1[CH:42]=[CH:41][C:37]([C:38](Cl)=[O:39])=[CH:36][CH:35]=1)[CH2:32][CH3:33], predict the reaction product. The product is: [O:29]=[C:27]1[NH:26][C:25](=[O:30])[CH:24]([CH2:23][C:20]2[CH:19]=[CH:18][C:17]([C:13]3[CH:14]=[CH:15][CH:16]=[C:11]([CH2:10][N:9]([CH3:8])[C:38](=[O:39])[C:37]4[CH:41]=[CH:42][C:34]([CH2:31][CH2:32][CH3:33])=[CH:35][CH:36]=4)[CH:12]=3)=[CH:22][CH:21]=2)[S:28]1.